This data is from Merck oncology drug combination screen with 23,052 pairs across 39 cell lines. The task is: Regression. Given two drug SMILES strings and cell line genomic features, predict the synergy score measuring deviation from expected non-interaction effect. Drug 1: COc1cc(C2c3cc4c(cc3C(OC3OC5COC(C)OC5C(O)C3O)C3COC(=O)C23)OCO4)cc(OC)c1O. Drug 2: O=C(O)C1(Cc2cccc(Nc3nccs3)n2)CCC(Oc2cccc(Cl)c2F)CC1. Cell line: DLD1. Synergy scores: synergy=13.7.